This data is from NCI-60 drug combinations with 297,098 pairs across 59 cell lines. The task is: Regression. Given two drug SMILES strings and cell line genomic features, predict the synergy score measuring deviation from expected non-interaction effect. (1) Drug 1: CC1=C(C=C(C=C1)NC2=NC=CC(=N2)N(C)C3=CC4=NN(C(=C4C=C3)C)C)S(=O)(=O)N.Cl. Drug 2: CS(=O)(=O)C1=CC(=C(C=C1)C(=O)NC2=CC(=C(C=C2)Cl)C3=CC=CC=N3)Cl. Cell line: NCI-H522. Synergy scores: CSS=16.0, Synergy_ZIP=1.61, Synergy_Bliss=4.49, Synergy_Loewe=2.57, Synergy_HSA=3.64. (2) Drug 1: C1=CC(=C2C(=C1NCCNCCO)C(=O)C3=C(C=CC(=C3C2=O)O)O)NCCNCCO. Drug 2: CC12CCC3C(C1CCC2OP(=O)(O)O)CCC4=C3C=CC(=C4)OC(=O)N(CCCl)CCCl.[Na+]. Cell line: DU-145. Synergy scores: CSS=59.2, Synergy_ZIP=-1.72, Synergy_Bliss=-1.54, Synergy_Loewe=-54.3, Synergy_HSA=-1.35.